Dataset: Forward reaction prediction with 1.9M reactions from USPTO patents (1976-2016). Task: Predict the product of the given reaction. (1) The product is: [F:21][C:22]([F:35])([F:34])[S:23]([O:1][C:2]1[CH:3]=[C:4]2[C:8](=[CH:9][C:10]=1[CH3:11])[C:7](=[O:12])[CH2:6][CH2:5]2)(=[O:25])=[O:24]. Given the reactants [OH:1][C:2]1[CH:3]=[C:4]2[C:8](=[CH:9][C:10]=1[CH3:11])[C:7](=[O:12])[CH2:6][CH2:5]2.N1C(C)=CC=CC=1C.[F:21][C:22]([F:35])([F:34])[S:23](O[S:23]([C:22]([F:35])([F:34])[F:21])(=[O:25])=[O:24])(=[O:25])=[O:24], predict the reaction product. (2) Given the reactants [C:1]([O:5][C:6](=[O:34])[NH:7][C@H:8]([C:10](=[O:33])[NH:11][C@@H:12]([CH2:25][C:26]1[CH:31]=[CH:30][CH:29]=[C:28]([OH:32])[CH:27]=1)[C@@H:13]([OH:24])[CH2:14][C@H:15]([C:17](=[O:23])[NH:18][CH2:19][CH2:20][CH2:21][CH3:22])[CH3:16])[CH3:9])([CH3:4])([CH3:3])[CH3:2].[C:35]([O:39][C:40](=[O:46])[CH2:41][CH2:42][CH2:43]CBr)([CH3:38])([CH3:37])[CH3:36].O.[I-].[K+], predict the reaction product. The product is: [C:35]([O:39][C:40](=[O:46])[CH2:41][CH2:42][CH2:43][O:32][C:28]1[CH:29]=[CH:30][CH:31]=[C:26]([CH2:25][C@H:12]([NH:11][C:10](=[O:33])[C@@H:8]([NH:7][C:6]([O:5][C:1]([CH3:4])([CH3:3])[CH3:2])=[O:34])[CH3:9])[C@@H:13]([OH:24])[CH2:14][C@H:15]([C:17](=[O:23])[NH:18][CH2:19][CH2:20][CH2:21][CH3:22])[CH3:16])[CH:27]=1)([CH3:38])([CH3:37])[CH3:36].